From a dataset of Full USPTO retrosynthesis dataset with 1.9M reactions from patents (1976-2016). Predict the reactants needed to synthesize the given product. (1) Given the product [N:1]1([CH2:7][CH2:8][NH:9][S:10]([C:13]2[CH:17]=[C:16]([C:18]3[C:20]4[C:21](=[N:22][CH:23]=[CH:24][CH:25]=4)[NH:29][N:28]=3)[NH:15][CH:14]=2)(=[O:12])=[O:11])[CH2:6][CH2:5][O:4][CH2:3][CH2:2]1, predict the reactants needed to synthesize it. The reactants are: [N:1]1([CH2:7][CH2:8][NH:9][S:10]([C:13]2[CH:17]=[C:16]([C:18]([C:20]3[C:21](Cl)=[N:22][CH:23]=[CH:24][CH:25]=3)=O)[NH:15][CH:14]=2)(=[O:12])=[O:11])[CH2:6][CH2:5][O:4][CH2:3][CH2:2]1.O.[NH2:28][NH2:29]. (2) Given the product [C:1]1([C:7]2[N:8]=[C:9]3[CH2:22][CH2:21][CH2:20][N:19]([CH2:23][CH2:24][CH2:25][CH2:26][O:27][CH2:28][C:29]([OH:31])=[O:30])[C:10]3=[N:11][C:12]=2[C:13]2[CH:18]=[CH:17][CH:16]=[CH:15][CH:14]=2)[CH:2]=[CH:3][CH:4]=[CH:5][CH:6]=1, predict the reactants needed to synthesize it. The reactants are: [C:1]1([C:7]2[N:8]=[C:9]3[CH2:22][CH2:21][CH2:20][N:19]([CH2:23][CH2:24][CH2:25][CH2:26][O:27][CH2:28][C:29]([O:31]C(C)(C)C)=[O:30])[C:10]3=[N:11][C:12]=2[C:13]2[CH:18]=[CH:17][CH:16]=[CH:15][CH:14]=2)[CH:6]=[CH:5][CH:4]=[CH:3][CH:2]=1.C(O)(C(F)(F)F)=O. (3) Given the product [ClH:1].[Cl:1][C:2]1[CH:3]=[CH:4][CH:5]=[C:6]2[C:10]=1[NH:9][CH:8]=[C:7]2[CH:11]1[CH2:16][CH2:15][N:14]([CH2:18][CH2:19][C:20]([N:22]2[CH2:31][CH2:30][C:29]3[C:24](=[CH:25][CH:26]=[CH:27][CH:28]=3)[CH2:23]2)=[O:21])[CH2:13][CH2:12]1, predict the reactants needed to synthesize it. The reactants are: [Cl:1][C:2]1[CH:3]=[CH:4][CH:5]=[C:6]2[C:10]=1[NH:9][CH:8]=[C:7]2[CH:11]1[CH2:16][CH2:15][NH:14][CH2:13][CH2:12]1.Br[CH2:18][CH2:19][C:20]([N:22]1[CH2:31][CH2:30][C:29]2[C:24](=[CH:25][CH:26]=[CH:27][CH:28]=2)[CH2:23]1)=[O:21]. (4) Given the product [CH3:13][O:12][C:1](=[O:11])[C:2]1[CH:10]=[CH:9][CH:8]=[C:4]([C:5]2[O:22][C:16]3[CH:17]=[CH:18][C:19]([F:21])=[CH:20][C:15]=3[N:14]=2)[CH:3]=1, predict the reactants needed to synthesize it. The reactants are: [C:1]([O:12][CH3:13])(=[O:11])[C:2]1[CH:10]=[CH:9][CH:8]=[C:4]([C:5](O)=O)[CH:3]=1.[NH2:14][C:15]1[CH:20]=[C:19]([F:21])[CH:18]=[CH:17][C:16]=1[OH:22].CS(O)(=O)=O.O=P12OP3(OP(OP(O3)(O1)=O)(=O)O2)=O.C([O-])(O)=O.[Na+]. (5) The reactants are: [C:1](Cl)(=[O:3])[CH3:2].[CH2:5]([O:7][C:8](=[O:43])[CH:9]([NH:24][C:25]([C:27]1([NH:32][C:33](=[O:42])[CH:34]([S:38][C:39](=[O:41])[CH3:40])[CH:35]([CH3:37])[CH3:36])[CH2:31][CH2:30][CH2:29][CH2:28]1)=[O:26])[CH2:10][C:11]1[CH:12]=[N:13][C:14]([C:17]2[CH:22]=[CH:21][CH:20]=[C:19]([NH2:23])[CH:18]=2)=[CH:15][CH:16]=1)[CH3:6]. Given the product [CH2:5]([O:7][C:8](=[O:43])[CH:9]([NH:24][C:25]([C:27]1([NH:32][C:33](=[O:42])[CH:34]([S:38][C:39](=[O:41])[CH3:40])[CH:35]([CH3:37])[CH3:36])[CH2:28][CH2:29][CH2:30][CH2:31]1)=[O:26])[CH2:10][C:11]1[CH:12]=[N:13][C:14]([C:17]2[CH:22]=[CH:21][CH:20]=[C:19]([NH:23][C:1](=[O:3])[CH3:2])[CH:18]=2)=[CH:15][CH:16]=1)[CH3:6], predict the reactants needed to synthesize it.